From a dataset of Reaction yield outcomes from USPTO patents with 853,638 reactions. Predict the reaction yield, written as a fraction of the theoretical maximum amount of product (1.0 means a 100% yield; for example, 0.34 means a 34% yield). (1) The reactants are [C:1]([O:5][C:6]([NH:8][C:9]1[CH:10]=[C:11]([C:15]([NH:17][C:18]2[N:19]=[C:20]([C:24]([NH:26][C:27]3[CH:28]=[C:29]([C:33]([NH:35][C:36]4[CH:37]=[C:38]([C:42]([O:44]C)=[O:43])[N:39]([CH3:41])[CH:40]=4)=[O:34])[N:30]([CH3:32])[CH:31]=3)=[O:25])[N:21]([CH3:23])[CH:22]=2)=[O:16])[N:12]([CH3:14])[CH:13]=1)=[O:7])([CH3:4])([CH3:3])[CH3:2].[Li+].[OH-]. The catalyst is CC(N(C)C)=O.O. The product is [C:1]([O:5][C:6]([NH:8][C:9]1[CH:10]=[C:11]([C:15]([NH:17][C:18]2[N:19]=[C:20]([C:24]([NH:26][C:27]3[CH:28]=[C:29]([C:33]([NH:35][C:36]4[CH:37]=[C:38]([C:42]([OH:44])=[O:43])[N:39]([CH3:41])[CH:40]=4)=[O:34])[N:30]([CH3:32])[CH:31]=3)=[O:25])[N:21]([CH3:23])[CH:22]=2)=[O:16])[N:12]([CH3:14])[CH:13]=1)=[O:7])([CH3:4])([CH3:2])[CH3:3]. The yield is 0.730. (2) The reactants are COCCO[AlH2-]OCCOC.[Na+].C([O:20][C:21]([CH:23]1[CH2:28][CH2:27][CH:26]([CH2:29][CH:30]=[C:31](F)[F:32])[CH2:25][CH2:24]1)=O)C1C=CC=CC=1.OS(O)(=O)=O. The catalyst is C1(C)C=CC=CC=1. The product is [F:32]/[CH:31]=[CH:30]/[CH2:29][CH:26]1[CH2:27][CH2:28][CH:23]([CH2:21][OH:20])[CH2:24][CH2:25]1. The yield is 1.00.